Dataset: Full USPTO retrosynthesis dataset with 1.9M reactions from patents (1976-2016). Task: Predict the reactants needed to synthesize the given product. (1) Given the product [CH3:16][C:13]1[CH:14]=[CH:15][C:10]([S:8][C:5]2[CH:6]=[CH:7][C:2]([NH2:1])=[CH:3][CH:4]=2)=[N:11][CH:12]=1, predict the reactants needed to synthesize it. The reactants are: [NH2:1][C:2]1[CH:7]=[CH:6][C:5]([SH:8])=[CH:4][CH:3]=1.Br[C:10]1[CH:15]=[CH:14][C:13]([CH3:16])=[CH:12][N:11]=1.CCN(C(C)C)C(C)C.C1(P(C2C=CC=CC=2)C2C3OC4C(=CC=CC=4P(C4C=CC=CC=4)C4C=CC=CC=4)C(C)(C)C=3C=CC=2)C=CC=CC=1. (2) Given the product [CH3:57][O:58][C:56]([CH2:55][O:54][CH2:53][CH2:52][CH2:11][CH:10]([NH:24][CH:23]1[CH2:18][N:60]([CH3:59])[CH2:22]1)[C:12]1[CH:49]=[CH:48][C:15]([CH2:16][N:17]2[C:25](=[O:26])[NH:24][C:23]3[C:18]2=[N:19][C:20]([O:29][CH2:30][CH2:31][O:67][CH3:64])=[N:21][C:22]=3[NH2:28])=[CH:14][CH:13]=1)=[O:51], predict the reactants needed to synthesize it. The reactants are: C(OC(N1[CH2:11][CH:10]([C:12]2[CH:49]=[CH:48][C:15]([CH:16](CNCCCOCC(OC(C)(C)C)=O)[N:17]3[C:25]([O:26]C)=[N:24][C:23]4[C:18]3=[N:19][C:20]([O:29][CH2:30][CH2:31]OC)=[N:21][C:22]=4[NH2:28])=[CH:14][CH:13]=2)C1)=O)(C)(C)C.Cl.[O:51]1[CH2:56][CH2:55][O:54][CH2:53][CH2:52]1.[CH2:57]=[O:58].[C:59]([BH3-])#[N:60].[Na+].O.[C:64](=[O:67])(O)[O-].[Na+]. (3) Given the product [C:14]1([C:13]2[CH:36]=[CH:9][CH:10]=[CH:11][CH:12]=2)[CH:15]=[CH:16][C:17]([NH:51][C:52]2[C:57]([Br:58])=[CH:56][C:55]([CH3:59])=[CH:54][N:53]=2)=[CH:18][CH:19]=1, predict the reactants needed to synthesize it. The reactants are: C1(P(C2C=CC=CC=2)C2C3O[C:19]4[C:14](=[CH:15][CH:16]=[CH:17][C:18]=4P(C4C=CC=CC=4)C4C=CC=CC=4)[C:13]([CH3:36])(C)[C:12]=3[CH:11]=[CH:10][CH:9]=2)C=CC=CC=1.C1(OC)C=CC=CC=1.[NH2:51][C:52]1[C:57]([Br:58])=[CH:56][C:55]([CH3:59])=[CH:54][N:53]=1.IC1C=CC(C2C=CC=CC=2)=CC=1.C(=O)([O-])[O-].[Cs+].[Cs+]. (4) Given the product [CH3:1][O:2][CH2:3][CH:4]1[CH2:8][CH2:7][CH2:6][N:5]1[C:9]([C:11]1[S:19][C:18]2[C:13](=[N:14][CH:15]=[CH:16][C:17]=2[O:20][C:21]2[CH:22]=[C:23]3[C:27](=[CH:28][CH:29]=2)[N:26]([C:31](=[O:33])[CH3:32])[C:25]([CH3:30])=[CH:24]3)[CH:12]=1)=[O:10], predict the reactants needed to synthesize it. The reactants are: [CH3:1][O:2][CH2:3][C@H:4]1[CH2:8][CH2:7][CH2:6][N:5]1[C:9]([C:11]1[S:19][C:18]2[C:13](=[N:14][CH:15]=[CH:16][C:17]=2[O:20][C:21]2[CH:22]=[C:23]3[C:27](=[CH:28][CH:29]=2)[NH:26][C:25]([CH3:30])=[CH:24]3)[CH:12]=1)=[O:10].[C:31](Cl)(=[O:33])[CH3:32].